From a dataset of Forward reaction prediction with 1.9M reactions from USPTO patents (1976-2016). Predict the product of the given reaction. (1) Given the reactants [F:1][C:2]1[CH:3]=[C:4]([CH:13]=[CH:14][C:15]=1[F:16])[CH2:5][N:6]1[CH2:11][CH2:10][CH:9](N)[CH2:8][CH2:7]1.C([N:19](CC)CC)C.C[O:25][C:26](=O)[CH2:27][CH2:28][C:29](Cl)=O.[OH2:33].[NH2:34][NH2:35], predict the reaction product. The product is: [F:1][C:2]1[CH:3]=[C:4]([CH:13]=[CH:14][C:15]=1[F:16])[CH2:5][N:6]1[CH2:11][CH2:10][CH2:9][CH2:8][CH:7]1[NH:19][C:26](=[O:25])[CH2:27][CH2:28][C:29]([NH:34][NH2:35])=[O:33]. (2) Given the reactants [CH2:1]([N:5]1[CH:9]=[C:8]([C:10]2[CH:15]=[CH:14][CH:13]=[CH:12][CH:11]=2)[N:7]=[CH:6]1)[CH2:2][CH2:3][CH3:4].C([Li])CCC.CCCCCC.[I:27]I.[Cl-].[NH4+], predict the reaction product. The product is: [CH2:1]([N:5]1[CH:9]=[C:8]([C:10]2[CH:15]=[CH:14][CH:13]=[CH:12][CH:11]=2)[N:7]=[C:6]1[I:27])[CH2:2][CH2:3][CH3:4]. (3) The product is: [CH3:19][C:20]1[CH:25]=[C:24]([C:26]2[CH:31]=[CH:30][C:29]([CH2:32][NH:33][C:2]3[C:3]4[CH:4]=[CH:5][C:6]([C:12]5[CH:17]=[CH:16][N:15]=[C:14]([CH3:18])[CH:13]=5)=[N:7][C:8]=4[CH:9]=[CH:10][N:11]=3)=[CH:28][CH:27]=2)[CH:23]=[CH:22][N:21]=1. Given the reactants Cl[C:2]1[N:11]=[CH:10][CH:9]=[C:8]2[C:3]=1[CH:4]=[CH:5][C:6]([C:12]1[CH:17]=[CH:16][N:15]=[C:14]([CH3:18])[CH:13]=1)=[N:7]2.[CH3:19][C:20]1[CH:25]=[C:24]([C:26]2[CH:31]=[CH:30][C:29]([CH2:32][NH2:33])=[CH:28][CH:27]=2)[CH:23]=[CH:22][N:21]=1.C1C=CC(P(C2C(C3C(P(C4C=CC=CC=4)C4C=CC=CC=4)=CC=C4C=3C=CC=C4)=C3C(C=CC=C3)=CC=2)C2C=CC=CC=2)=CC=1.O, predict the reaction product. (4) Given the reactants [C:1]([C:3]1[CH:4]=[C:5]([C:25]([OH:27])=O)[C:6]2[N:10]=[C:9]([NH:11][C:12]([C:14]3[N:15]=[CH:16][C:17]4[C:22]([CH:23]=3)=[CH:21][CH:20]=[CH:19][CH:18]=4)=[O:13])[NH:8][C:7]=2[CH:24]=1)#[N:2].CN(C(ON1N=NC2C=CC=CC1=2)=[N+](C)C)C.F[P-](F)(F)(F)(F)F.CCN(C(C)C)C(C)C.S(O)(O)(=O)=O.[NH2:66][C:67]1[NH:68][CH:69]=[CH:70][N:71]=1, predict the reaction product. The product is: [C:1]([C:3]1[CH:4]=[C:5]([C:25](=[O:27])[NH:66][C:67]2[NH:68][CH:69]=[CH:70][N:71]=2)[C:6]2[N:10]=[C:9]([NH:11][C:12]([C:14]3[N:15]=[CH:16][C:17]4[C:22]([CH:23]=3)=[CH:21][CH:20]=[CH:19][CH:18]=4)=[O:13])[NH:8][C:7]=2[CH:24]=1)#[N:2]. (5) Given the reactants C[O:2][C:3](=[O:44])[CH:4]=[C:5]([C:7]1[CH:8]=[C:9]2[C:13](=[CH:14][CH:15]=1)[N:12](S(C1C=CC=CC=1)(=O)=O)[CH:11]=[C:10]2[C:25]1[CH:30]=[C:29]([C:31]([CH3:34])([CH3:33])[CH3:32])[CH:28]=[C:27]([C:35]([CH3:38])([CH3:37])[CH3:36])[C:26]=1[O:39][CH2:40][CH2:41][CH2:42][CH3:43])[CH3:6].[OH-].[Na+], predict the reaction product. The product is: [CH2:40]([O:39][C:26]1[C:27]([C:35]([CH3:38])([CH3:37])[CH3:36])=[CH:28][C:29]([C:31]([CH3:34])([CH3:33])[CH3:32])=[CH:30][C:25]=1[C:10]1[C:9]2[C:13](=[CH:14][CH:15]=[C:7]([C:5]([CH3:6])=[CH:4][C:3]([OH:44])=[O:2])[CH:8]=2)[NH:12][CH:11]=1)[CH2:41][CH2:42][CH3:43]. (6) The product is: [CH2:14]([NH:13][C:11]1[S:12][C:8]([C:6]2[CH:5]=[CH:4][N:3]=[C:2]([NH:37][C:28]3[CH:29]=[CH:30][C:31]([O:32][CH2:33][CH2:34][O:35][CH3:36])=[C:26]([F:25])[CH:27]=3)[N:7]=2)=[C:9]([C:16]2[CH:21]=[C:20]([O:22][CH3:23])[CH:19]=[C:18]([CH3:24])[CH:17]=2)[N:10]=1)[CH3:15]. Given the reactants Cl[C:2]1[N:7]=[C:6]([C:8]2[S:12][C:11]([NH:13][CH2:14][CH3:15])=[N:10][C:9]=2[C:16]2[CH:21]=[C:20]([O:22][CH3:23])[CH:19]=[C:18]([CH3:24])[CH:17]=2)[CH:5]=[CH:4][N:3]=1.[F:25][C:26]1[CH:27]=[C:28]([NH2:37])[CH:29]=[CH:30][C:31]=1[O:32][CH2:33][CH2:34][O:35][CH3:36].CC(O)C.Cl, predict the reaction product.